From a dataset of Catalyst prediction with 721,799 reactions and 888 catalyst types from USPTO. Predict which catalyst facilitates the given reaction. Reactant: [C:1]([C:4]1[C:12]2[C:7](=[CH:8][CH:9]=[C:10]([O:13]CC3C=CC=CC=3)[CH:11]=2)[N:6]([CH2:21][C:22]([O:24][C:25]([CH3:28])([CH3:27])[CH3:26])=[O:23])[CH:5]=1)(=[O:3])[CH3:2]. Product: [C:1]([C:4]1[C:12]2[C:7](=[CH:8][CH:9]=[C:10]([OH:13])[CH:11]=2)[N:6]([CH2:21][C:22]([O:24][C:25]([CH3:28])([CH3:27])[CH3:26])=[O:23])[CH:5]=1)(=[O:3])[CH3:2]. The catalyst class is: 1.